Dataset: Experimentally validated miRNA-target interactions with 360,000+ pairs, plus equal number of negative samples. Task: Binary Classification. Given a miRNA mature sequence and a target amino acid sequence, predict their likelihood of interaction. (1) The miRNA is hsa-miR-548am-5p with sequence AAAAGUAAUUGCGGUUUUUGCC. The protein sequence of the target gene is MSGAGEALAPGPVGPQRVAEAGGGQLGSTAQGKCDKDNTEKDITQATNSHFTHGEMQDQSIWGNPSDGELIRTQPQRLPQLQTSAQVPSGEEIGKIKNGHTGLSNGNGIHHGAKHGSADNRKLSAPVSQKMHRKIQSSLSVNSDISKKSKVNAVFSQKTGSSPEDCCVHCILACLFCEFLTLCNIVLGQASCGICTSEACCCCCGDEMGDDCNCPCDMDCGIMDACCESSDCLEICMECCGICFPS. Result: 1 (interaction). (2) The miRNA is hsa-miR-6076 with sequence AGCAUGACAGAGGAGAGGUGG. The protein sequence of the target gene is MADSQLFCVAEERSGHCAVVDGNFLYVWGGYVSIEDNEVYLPNDEIWTYDIDSGLWRMHLMEGELPASMSGSCGACINGKLYIFGGYDDKGYSNRLYFVNLRTRDETYIWEKITDFEGQPPTPRDKLSCWVYKDRLIYFGGYGCRRHSELQDCFDVHDASWEEQIFWGWHNDVHIFDTKTQTWFQPEIKGGVPPQPRAAHTCAVLGNKGYIFGGRVLQTRMNDLHYLNLDTWTWSGRITINGESPKHRSWHTLTPIADDKLFLCGGLSADNIPLSDGWIHNVTTNCWKQLTHLPKTRPRL.... Result: 0 (no interaction). (3) The miRNA is hsa-miR-4428 with sequence CAAGGAGACGGGAACAUGGAGC. The protein sequence of the target gene is MACILKRKSVIAVSFIAAFLFLLVVRLVNEVNFPLLLNCFGQPGTKWIPFSYTYRRPLRTHYGYINVKTQEPLQLDCDLCAIVSNSGQMVGQKVGNEIDRSSCIWRMNNAPTKGYEEDVGRMTMIRVVSHTSVPLLLKNPDYFFKEANTTIYVIWGPFRNMRKDGNGIVYNMLKKTVGIYPNAQIYVTTEKRMSYCDGVFKKETGKDRVQSGSYLSTGWFTFLLAMDACYGIHVYGMINDTYCKTEGYRKVPYHYYEQGRDECDEYFLHEHAPYGGHRFITEKKVFAKWAKKHRIIFTHP.... Result: 0 (no interaction). (4) The miRNA is rno-miR-409a-3p with sequence AAUGUUGCUCGGUGAACCCC. The protein sequence of the target gene is MELSESVQKGFQMLADPRSFDSNAFTLLLRAAFQSLLDAQADEAVLDHPDLKHIDPVVLKHCHAAAATYILEAGKHRADKSTLSTYLEDCKFDRERIELFCTEYQNNKNSLEILLGSIGRSLPHITDVSWRLEYQIKTNQLHRMYRPAYLVTLSVQNTDSPSYPEISFSCSMEQLQDLVGKLKDASKSLERATQL. Result: 0 (no interaction).